Predict the reaction yield, written as a fraction of the theoretical maximum amount of product (1.0 means a 100% yield; for example, 0.34 means a 34% yield). From a dataset of Reaction yield outcomes from USPTO patents with 853,638 reactions. (1) The reactants are C([O-])([O-])=O.[Cs+].[Cs+].[CH3:7][S:8]([C:11]1[CH:16]=[CH:15][C:14](F)=[CH:13][CH:12]=1)(=[O:10])=[O:9].[CH3:18][O:19][C:20]([C:22]1[C:30]2[O:29][C:28]([CH3:31])=[CH:27][C:26]=2[CH:25]=[C:24]([OH:32])[CH:23]=1)=[O:21]. The catalyst is CN(C=O)C. The product is [CH3:18][O:19][C:20]([C:22]1[C:30]2[O:29][C:28]([CH3:31])=[CH:27][C:26]=2[CH:25]=[C:24]([O:32][C:14]2[CH:15]=[CH:16][C:11]([S:8]([CH3:7])(=[O:10])=[O:9])=[CH:12][CH:13]=2)[CH:23]=1)=[O:21]. The yield is 0.920. (2) The reactants are [C:1]1([S:7]([N:10]2[C:14]3=[N:15][CH:16]=[C:17]([N+:27]([O-])=O)[C:18]([NH:19][C@H:20]4[CH2:25][CH2:24][C@H:23]([OH:26])[CH2:22][CH2:21]4)=[C:13]3[CH:12]=[CH:11]2)(=[O:9])=[O:8])[CH:6]=[CH:5][CH:4]=[CH:3][CH:2]=1.[Cl-].[NH4+]. The catalyst is C(O)C.O.[Fe]. The product is [NH2:27][C:17]1[C:18]([NH:19][C@H:20]2[CH2:21][CH2:22][C@H:23]([OH:26])[CH2:24][CH2:25]2)=[C:13]2[CH:12]=[CH:11][N:10]([S:7]([C:1]3[CH:2]=[CH:3][CH:4]=[CH:5][CH:6]=3)(=[O:9])=[O:8])[C:14]2=[N:15][CH:16]=1. The yield is 0.330. (3) The catalyst is CN(C=O)C. The reactants are CO[C:3]([C:5]1[C:10]([OH:11])=[C:9]([OH:12])[N:8]=[C:7]([CH3:13])[N:6]=1)=[O:4].[F:14][C:15]1[CH:20]=[CH:19][C:18]([CH2:21][NH2:22])=[CH:17][CH:16]=1.Cl. The product is [F:14][C:15]1[CH:20]=[CH:19][C:18]([CH2:21][NH:22][C:3]([C:5]2[N:6]=[C:7]([CH3:13])[NH:8][C:9](=[O:12])[C:10]=2[OH:11])=[O:4])=[CH:17][CH:16]=1. The yield is 0.380.